Dataset: Reaction yield outcomes from USPTO patents with 853,638 reactions. Task: Predict the reaction yield, written as a fraction of the theoretical maximum amount of product (1.0 means a 100% yield; for example, 0.34 means a 34% yield). (1) The reactants are [CH3:1][C:2]([CH3:17])([CH3:16])[C:3]#[C:4][C:5]1[CH:11]=[C:10]([N+:12]([O-:14])=[O:13])[C:9]([F:15])=[CH:8][C:6]=1[NH2:7].CCN(CC)CC.[C:25](Cl)(=[O:29])[CH2:26][CH2:27][CH3:28].O. The catalyst is ClCCl. The product is [CH3:1][C:2]([CH3:17])([CH3:16])[C:3]#[C:4][C:5]1[CH:11]=[C:10]([N+:12]([O-:14])=[O:13])[C:9]([F:15])=[CH:8][C:6]=1[NH:7][C:25](=[O:29])[CH2:26][CH2:27][CH3:28]. The yield is 0.670. (2) The reactants are [N:1]([C:11]([N:13]1[CH2:18][CH2:17]C[CH2:15][CH2:14]1)=[O:12])=[N:1][C:11]([N:13]1[CH2:18][CH2:17]C[CH2:15][CH2:14]1)=[O:12].[Cl:19][C:20]1[CH:39]=[CH:38][C:23]([NH:24][C:25]2[C:34]3[C:29](=[CH:30][C:31]([OH:37])=[C:32]([O:35][CH3:36])[CH:33]=3)[N:28]=[CH:27][N:26]=2)=[C:22]([F:40])[CH:21]=1.C(P(CCCC)CCCC)CCC.OCCN1CCNC1=O. The catalyst is C(Cl)Cl.CCOCC. The product is [Cl:19][C:20]1[CH:39]=[CH:38][C:23]([NH:24][C:25]2[C:34]3[C:29](=[CH:30][C:31]([O:37][CH2:17][CH2:18][N:13]4[CH2:14][CH2:15][NH:1][C:11]4=[O:12])=[C:32]([O:35][CH3:36])[CH:33]=3)[N:28]=[CH:27][N:26]=2)=[C:22]([F:40])[CH:21]=1. The yield is 0.0600. (3) The product is [Cl:1][C:2]1[CH:7]=[C:6](/[CH:8]=[CH:9]/[CH:10]([C:15]2[CH:20]=[C:19]([Cl:21])[C:18]([Cl:22])=[C:17]([Cl:23])[CH:16]=2)[C:11]([F:14])([F:13])[F:12])[CH:5]=[CH:4][C:3]=1[CH2:24][NH:25][C:35](=[O:36])[N:34]([CH3:38])[CH3:33]. The catalyst is C(Cl)Cl. The yield is 0.600. The reactants are [Cl:1][C:2]1[CH:7]=[C:6](/[CH:8]=[CH:9]/[CH:10]([C:15]2[CH:20]=[C:19]([Cl:21])[C:18]([Cl:22])=[C:17]([Cl:23])[CH:16]=2)[C:11]([F:14])([F:13])[F:12])[CH:5]=[CH:4][C:3]=1[CH2:24][NH2:25].CCN(CC)CC.[CH3:33][N:34]([CH3:38])[C:35](Cl)=[O:36]. (4) The reactants are [CH3:1][CH:2]([N:4]1[C:12]2[CH:11]=[C:10]([C:13]([F:16])([F:15])[F:14])[CH:9]=C(C#N)[C:7]=2[CH:6]=[CH:5]1)[CH3:3].[OH-:19].[Na+].[CH2:21]([OH:23])[CH3:22]. No catalyst specified. The product is [CH:2]([N:4]1[C:12]2[CH:11]=[C:10]([C:13]([F:16])([F:15])[F:14])[CH:9]=[C:22]([C:21]([OH:19])=[O:23])[C:7]=2[CH:6]=[CH:5]1)([CH3:3])[CH3:1]. The yield is 0.860.